This data is from Full USPTO retrosynthesis dataset with 1.9M reactions from patents (1976-2016). The task is: Predict the reactants needed to synthesize the given product. Given the product [Cl:30][C:10]1[C:9]([NH:8][C:5](=[O:6])[CH2:4][O:3][CH2:1][CH3:2])=[C:18]([NH:19][CH2:20][CH2:21][NH:22][C:23](=[O:29])[O:24][C:25]([CH3:27])([CH3:26])[CH3:28])[C:17]2[C:12](=[CH:13][CH:14]=[CH:15][CH:16]=2)[N:11]=1, predict the reactants needed to synthesize it. The reactants are: [CH2:1]([O:3][CH2:4][C:5](Cl)=[O:6])[CH3:2].[NH2:8][C:9]1[C:10]([Cl:30])=[N:11][C:12]2[C:17]([C:18]=1[NH:19][CH2:20][CH2:21][NH:22][C:23](=[O:29])[O:24][C:25]([CH3:28])([CH3:27])[CH3:26])=[CH:16][CH:15]=[CH:14][CH:13]=2.